This data is from Reaction yield outcomes from USPTO patents with 853,638 reactions. The task is: Predict the reaction yield, written as a fraction of the theoretical maximum amount of product (1.0 means a 100% yield; for example, 0.34 means a 34% yield). The reactants are [OH:1][C:2]1[CH:3]=[C:4]2[C:9](=[CH:10][CH:11]=1)[CH:8]=[C:7]([C:12]1[C:20]3[C:15](=[CH:16][CH:17]=[C:18]([C:21]#[N:22])[CH:19]=3)[N:14]([CH:23]3[CH2:28][CH2:27][CH2:26][CH2:25][O:24]3)[N:13]=1)[CH:6]=[CH:5]2.[N:29]1([CH2:34][CH2:35]O)[CH:33]=[CH:32][N:31]=[CH:30]1.C1(P(C2C=CC=CC=2)C2C=CC=CC=2)C=CC=CC=1.N(C(OC(C)C)=O)=NC(OC(C)C)=O. The catalyst is C1COCC1.CO.ClCCl. The product is [N:29]1([CH2:34][CH2:35][O:1][C:2]2[CH:3]=[C:4]3[C:9](=[CH:10][CH:11]=2)[CH:8]=[C:7]([C:12]2[C:20]4[C:15](=[CH:16][CH:17]=[C:18]([C:21]#[N:22])[CH:19]=4)[N:14]([CH:23]4[CH2:28][CH2:27][CH2:26][CH2:25][O:24]4)[N:13]=2)[CH:6]=[CH:5]3)[CH:33]=[CH:32][N:31]=[CH:30]1. The yield is 0.380.